This data is from Catalyst prediction with 721,799 reactions and 888 catalyst types from USPTO. The task is: Predict which catalyst facilitates the given reaction. (1) Reactant: [CH3:1][O:2][C:3]([C:5]1([C:8](O)=[O:9])[CH2:7][CH2:6]1)=[O:4].CCN(C(C)C)C(C)C.ClC(OCC)=O.[BH4-].[Na+].CO. Product: [CH3:1][O:2][C:3]([C:5]1([CH2:8][OH:9])[CH2:7][CH2:6]1)=[O:4]. The catalyst class is: 387. (2) Reactant: [Li]CCCC.[C:6](#[N:8])[CH3:7].[CH:9]1([C:13](OCC)=[O:14])[CH2:12][CH2:11][CH2:10]1.C(#N)C.C(=O)=O. Product: [CH:9]1([C:13](=[O:14])[CH2:7][C:6]#[N:8])[CH2:12][CH2:11][CH2:10]1. The catalyst class is: 1.